Dataset: Catalyst prediction with 721,799 reactions and 888 catalyst types from USPTO. Task: Predict which catalyst facilitates the given reaction. (1) Reactant: [NH2:1][C:2]1[CH:7]=[CH:6][C:5]([N:8]2[C:12]([CH2:13][CH2:14][CH3:15])=[C:11]([C:16]([NH:18][CH:19]3[CH2:21][CH2:20]3)=[O:17])[N:10]=[N:9]2)=[CH:4][CH:3]=1.N1C=CC=CC=1.[CH3:28][CH:29]([CH3:33])[C:30](Cl)=[O:31]. Product: [CH:19]1([NH:18][C:16]([C:11]2[N:10]=[N:9][N:8]([C:5]3[CH:6]=[CH:7][C:2]([NH:1][C:30](=[O:31])[CH:29]([CH3:33])[CH3:28])=[CH:3][CH:4]=3)[C:12]=2[CH2:13][CH2:14][CH3:15])=[O:17])[CH2:20][CH2:21]1. The catalyst class is: 4. (2) Reactant: C(OCC)(=O)C=C.O[CH:9]([CH2:15][CH:16](O)[CH2:17][CH3:18])[C:10]([O:12][CH2:13][CH3:14])=[O:11].C(C1OC(=O)C(O)C1)C. Product: [C:10]([O:12][CH2:13][CH3:14])(=[O:11])/[CH:9]=[CH:15]/[CH:16]=[CH:17]/[CH3:18]. The catalyst class is: 259. (3) Reactant: [C:1]([O:5][C:6](=[O:13])[NH:7][C@H:8]1[CH2:11][C@H:10]([OH:12])[CH2:9]1)([CH3:4])([CH3:3])[CH3:2].C(N(CC)CC)C.[CH3:21][S:22](Cl)(=[O:24])=[O:23]. Product: [CH3:21][S:22]([O:12][C@H:10]1[CH2:11][C@H:8]([NH:7][C:6]([O:5][C:1]([CH3:4])([CH3:2])[CH3:3])=[O:13])[CH2:9]1)(=[O:24])=[O:23]. The catalyst class is: 2. (4) Reactant: Cl.[NH:2]1[C:11]2[C:6](=[CH:7][C:8]([C:12]([O:14][CH3:15])=[O:13])=[CH:9][CH:10]=2)[CH2:5][CH2:4][CH2:3]1.C(N(C(C)C)CC)(C)C.ClC(Cl)(O[C:29](=[O:35])OC(Cl)(Cl)Cl)Cl.[NH:37]1[CH2:41][CH2:40][CH:39]([C:42]2[CH:43]=[N:44][CH:45]=[CH:46][CH:47]=2)[CH2:38]1. Product: [N:44]1[CH:45]=[CH:46][CH:47]=[C:42]([CH:39]2[CH2:40][CH2:41][N:37]([C:29]([N:2]3[C:11]4[C:6](=[CH:7][C:8]([C:12]([O:14][CH3:15])=[O:13])=[CH:9][CH:10]=4)[CH2:5][CH2:4][CH2:3]3)=[O:35])[CH2:38]2)[CH:43]=1. The catalyst class is: 46. (5) Reactant: C(OC([N:8]1[CH2:13][CH2:12][N:11]([C:14](=[O:28])[C:15]([C:25](=O)[CH3:26])=[CH:16][C:17]2[CH:22]=[CH:21][C:20]([CH3:23])=[CH:19][C:18]=2[CH3:24])[CH2:10][CH2:9]1)=O)(C)(C)C.[C:29]1([CH:35]([C:45]2[CH:50]=[CH:49][CH:48]=[CH:47][CH:46]=2)[CH2:36][CH2:37][O:38][C:39](=[O:44])/[CH:40]=[C:41](\[NH2:43])/[CH3:42])[CH:34]=[CH:33][CH:32]=[CH:31][CH:30]=1. Product: [C:29]1([CH:35]([C:45]2[CH:50]=[CH:49][CH:48]=[CH:47][CH:46]=2)[CH2:36][CH2:37][O:38][C:39](=[O:44])[C:40]2[C:16]([C:17]3[CH:22]=[CH:21][C:20]([CH3:23])=[CH:19][C:18]=3[CH3:24])=[C:15]([C:14]([N:11]3[CH2:10][CH2:9][NH:8][CH2:13][CH2:12]3)=[O:28])[C:25]([CH3:26])=[N:43][C:41]=2[CH3:42])[CH:30]=[CH:31][CH:32]=[CH:33][CH:34]=1. The catalyst class is: 41. (6) Reactant: Cl.[CH3:2][N:3]([CH3:29])[C:4]1([CH2:22][C:23]2[CH:28]=[CH:27][CH:26]=[CH:25][CH:24]=2)[CH2:9][CH2:8][C:7]([C:10]2[NH:11][C:12]3[C:17]([C:18]=2[CH:19]2[CH2:21][CH2:20]2)=[CH:16][CH:15]=[CH:14][CH:13]=3)=[CH:6][CH2:5]1. Product: [CH2:22]([C:4]1([N:3]([CH3:2])[CH3:29])[CH2:5][CH2:6][CH:7]([C:10]2[NH:11][C:12]3[C:17]([C:18]=2[CH:19]2[CH2:21][CH2:20]2)=[CH:16][CH:15]=[CH:14][CH:13]=3)[CH2:8][CH2:9]1)[C:23]1[CH:24]=[CH:25][CH:26]=[CH:27][CH:28]=1. The catalyst class is: 19. (7) Reactant: [CH3:1][N:2]1[C:10]2[C:5](=[CH:6][CH:7]=[CH:8][CH:9]=2)[CH:4]=[C:3]1C=O.[CH:13]1([NH2:16])[CH2:15][CH2:14]1.C(O)(=O)C.[BH3-]C#N.[Na+]. Product: [CH:13]1([NH:16][C:3]2[N:2]([CH3:1])[C:10]3[C:5]([CH:4]=2)=[CH:6][CH:7]=[CH:8][CH:9]=3)[CH2:15][CH2:14]1. The catalyst class is: 5. (8) Product: [F:18][C:15]([F:16])([F:17])[C:14]([N:10]1[CH2:9][C:8]2[CH:20]=[C:4]([NH2:1])[CH:5]=[CH:6][C:7]=2[O:13][CH2:12][CH2:11]1)=[O:19]. The catalyst class is: 582. Reactant: [N+:1]([C:4]1[CH:5]=[CH:6][C:7]2[O:13][CH2:12][CH2:11][N:10]([C:14](=[O:19])[C:15]([F:18])([F:17])[F:16])[CH2:9][C:8]=2[CH:20]=1)([O-])=O.[H][H].